From a dataset of Forward reaction prediction with 1.9M reactions from USPTO patents (1976-2016). Predict the product of the given reaction. (1) Given the reactants [CH:1]1([CH2:7][NH:8][C:9]([NH:11][NH:12][C:13](=O)[CH2:14][CH2:15][N:16]2[CH2:21][CH2:20][N:19]([C:22]3[CH:27]=[CH:26][CH:25]=[C:24]([N+:28]([O-:30])=[O:29])[CH:23]=3)[CH2:18][CH2:17]2)=[O:10])[CH2:6][CH2:5][CH2:4][CH2:3][CH2:2]1.Cl, predict the reaction product. The product is: [CH:1]1([CH2:7][N:8]2[C:13]([CH2:14][CH2:15][N:16]3[CH2:21][CH2:20][N:19]([C:22]4[CH:27]=[CH:26][CH:25]=[C:24]([N+:28]([O-:30])=[O:29])[CH:23]=4)[CH2:18][CH2:17]3)=[N:12][NH:11][C:9]2=[O:10])[CH2:6][CH2:5][CH2:4][CH2:3][CH2:2]1. (2) Given the reactants [CH:1]1[CH:2]=[CH:3][C:4]([CH:7]([N:15]2[CH2:20][CH2:19][N:18]([CH2:21][CH2:22][O:23][CH2:24][C:25]([OH:27])=[O:26])[CH2:17][CH2:16]2)[C:8]2[CH:9]=[CH:10][C:11]([Cl:14])=[CH:12][CH:13]=2)=[CH:5][CH:6]=1.[ClH:28], predict the reaction product. The product is: [CH:1]1[CH:2]=[CH:3][C:4]([CH:7]([N:15]2[CH2:20][CH2:19][N:18]([CH2:21][CH2:22][O:23][CH2:24][C:25]([OH:27])=[O:26])[CH2:17][CH2:16]2)[C:8]2[CH:9]=[CH:10][C:11]([Cl:14])=[CH:12][CH:13]=2)=[CH:5][CH:6]=1.[ClH:28].[ClH:14]. (3) Given the reactants [C:1]([C:3]1[C:4]([N-:19][CH2:20][CH:21]([CH3:23])[CH3:22])=[C:5]([OH:18])[C:6]([F:17])=[C:7]([C:10]2[CH:15]=[CH:14][CH:13]=[C:12]([OH:16])[CH:11]=2)[C:8]=1[CH3:9])#[N:2].O.C1(C)C=CC(S(O)(=O)=O)=CC=1.C1(C)C=CC=CC=1, predict the reaction product. The product is: [F:17][C:6]1[C:7]([C:10]2[CH:15]=[CH:14][CH:13]=[C:12]([OH:16])[CH:11]=2)=[C:8]([CH3:9])[C:3]([C:1]#[N:2])=[C:4]2[C:5]=1[O:18][C:20]([CH:21]([CH3:23])[CH3:22])=[N:19]2. (4) Given the reactants [F:1][C:2]([F:26])([F:25])[C@@H:3]([NH:11][C@@H:12]([CH2:16][S:17][CH2:18][C:19]1[CH:20]=[N:21][CH:22]=[CH:23][CH:24]=1)[C:13]([OH:15])=O)[C:4]1[CH:9]=[CH:8][C:7]([F:10])=[CH:6][CH:5]=1.[NH2:27][C:28]1([C:31]#[N:32])[CH2:30][CH2:29]1.CN(C(ON1N=NC2C=CC=NC1=2)=[N+](C)C)C.F[P-](F)(F)(F)(F)F.CN1CCOCC1.[NH4+].[Cl-], predict the reaction product. The product is: [C:31]([C:28]1([NH:27][C:13](=[O:15])[C@@H:12]([NH:11][C@@H:3]([C:4]2[CH:9]=[CH:8][C:7]([F:10])=[CH:6][CH:5]=2)[C:2]([F:1])([F:26])[F:25])[CH2:16][S:17][CH2:18][C:19]2[CH:20]=[N:21][CH:22]=[CH:23][CH:24]=2)[CH2:30][CH2:29]1)#[N:32]. (5) Given the reactants [CH3:1][O:2][C:3]1[CH:8]=[CH:7][C:6]([C:9]2([CH2:17][S:18][CH2:19][C:20]([O:22]CC)=[O:21])[O:14][CH2:13][C:12]([CH3:16])([CH3:15])[CH2:11][O:10]2)=[CH:5][CH:4]=1.[Li+].[OH-], predict the reaction product. The product is: [CH3:1][O:2][C:3]1[CH:8]=[CH:7][C:6]([C:9]2([CH2:17][S:18][CH2:19][C:20]([OH:22])=[O:21])[O:14][CH2:13][C:12]([CH3:16])([CH3:15])[CH2:11][O:10]2)=[CH:5][CH:4]=1.